From a dataset of Forward reaction prediction with 1.9M reactions from USPTO patents (1976-2016). Predict the product of the given reaction. (1) Given the reactants [C:1]([O:5][C:6](=[O:14])[NH:7][CH:8]1[CH2:13][CH2:12][NH:11][CH2:10][CH2:9]1)([CH3:4])([CH3:3])[CH3:2].[F:15][C:16]1([F:23])[CH2:21][CH2:20][C:19](=O)[CH2:18][CH2:17]1.C(O)(=O)C.C(O[BH-](OC(=O)C)OC(=O)C)(=O)C.C[N+](C)(C)C, predict the reaction product. The product is: [F:15][C:16]1([F:23])[CH2:21][CH2:20][CH:19]([N:11]2[CH2:12][CH2:13][CH:8]([NH:7][C:6](=[O:14])[O:5][C:1]([CH3:4])([CH3:2])[CH3:3])[CH2:9][CH2:10]2)[CH2:18][CH2:17]1. (2) Given the reactants [OH-].[K+].[CH3:3][O:4][C:5]1[CH:10]=[CH:9][N:8]2[N:11]=[C:12]([C:25]3[CH:30]=[CH:29][CH:28]=[CH:27][CH:26]=3)[C:13]([CH2:14][C:15]3[N:20]=[C:19]([C:21]([O:23]C)=[O:22])[CH:18]=[CH:17][CH:16]=3)=[C:7]2[CH:6]=1.Cl, predict the reaction product. The product is: [CH3:3][O:4][C:5]1[CH:10]=[CH:9][N:8]2[N:11]=[C:12]([C:25]3[CH:30]=[CH:29][CH:28]=[CH:27][CH:26]=3)[C:13]([CH2:14][C:15]3[N:20]=[C:19]([C:21]([OH:23])=[O:22])[CH:18]=[CH:17][CH:16]=3)=[C:7]2[CH:6]=1. (3) Given the reactants [C:1]1([N:7]2[CH:11]=[C:10]([C:12]([OH:14])=O)[C:9]([C:15]([F:18])([F:17])[F:16])=[N:8]2)[CH:6]=[CH:5][CH:4]=[CH:3][CH:2]=1.[NH2:19][CH2:20][CH2:21][NH:22][C:23]([C@H:25]1[CH2:30][CH2:29][C@H:28]([C:31]2[N:32]([CH3:42])[CH:33]=[C:34]([C:36]3[CH:41]=[CH:40][CH:39]=[CH:38][CH:37]=3)[N:35]=2)[CH2:27][CH2:26]1)=[O:24].CCN=C=NCCCN(C)C.Cl.C1C=CC2N(O)N=NC=2C=1.O.C(N(CC)CC)C, predict the reaction product. The product is: [CH3:42][N:32]1[CH:33]=[C:34]([C:36]2[CH:41]=[CH:40][CH:39]=[CH:38][CH:37]=2)[N:35]=[C:31]1[C@H:28]1[CH2:27][CH2:26][C@H:25]([C:23]([NH:22][CH2:21][CH2:20][NH:19][C:12]([C:10]2[C:9]([C:15]([F:18])([F:17])[F:16])=[N:8][N:7]([C:1]3[CH:2]=[CH:3][CH:4]=[CH:5][CH:6]=3)[CH:11]=2)=[O:14])=[O:24])[CH2:30][CH2:29]1. (4) The product is: [CH:26]([C:2]1[C:11]2[C:6](=[CH:7][CH:8]=[CH:9][C:10]=2[NH:12][CH:13]2[CH2:18][CH2:17][N:16]([C:19]([O:21][C:22]([CH3:25])([CH3:24])[CH3:23])=[O:20])[CH2:15][CH2:14]2)[CH:5]=[N:4][CH:3]=1)=[CH2:27]. Given the reactants Br[C:2]1[C:11]2[C:6](=[CH:7][CH:8]=[CH:9][C:10]=2[NH:12][CH:13]2[CH2:18][CH2:17][N:16]([C:19]([O:21][C:22]([CH3:25])([CH3:24])[CH3:23])=[O:20])[CH2:15][CH2:14]2)[CH:5]=[N:4][CH:3]=1.[CH2:26](C([Sn])=C(CCCC)CCCC)[CH2:27]CC.C(C1C(O)=C(C(C)(C)C)C=C(C)C=1)(C)(C)C.[F-].[K+], predict the reaction product. (5) Given the reactants F[C:2]1[CH:9]=[CH:8][C:5]([C:6]#[N:7])=[CH:4][CH:3]=1.[NH:10]1[CH:14]=[CH:13][CH:12]=[N:11]1.C(=O)([O-])[O-].[K+].[K+].O, predict the reaction product. The product is: [N:10]1([C:2]2[CH:9]=[CH:8][C:5]([C:6]#[N:7])=[CH:4][CH:3]=2)[CH:14]=[CH:13][CH:12]=[N:11]1. (6) Given the reactants [C:1]([O-])(=[O:3])[CH3:2].[K+].[CH3:6][O:7][C:8]([C@H:10]1[CH2:13][C@@H:12]([O:14]S(C2C=CC(C)=CC=2)(=O)=O)[CH2:11]1)=[O:9], predict the reaction product. The product is: [CH3:6][O:7][C:8]([C@H:10]1[CH2:11][C@H:12]([O:14][C:1](=[O:3])[CH3:2])[CH2:13]1)=[O:9]. (7) Given the reactants I[C:2]1[CH:11]=[CH:10][CH:9]=[C:8]2[C:3]=1[CH2:4][CH2:5][N:6]1[C:16](=[O:17])[CH2:15][NH:14][C:13](=[O:18])[CH:12]=[C:7]12.C([Sn](CCCC)(CCCC)[C:24]([O:26][CH2:27][CH3:28])=[CH2:25])CCC, predict the reaction product. The product is: [CH2:27]([O:26][C:24]([C:2]1[CH:11]=[CH:10][CH:9]=[C:8]2[C:3]=1[CH2:4][CH2:5][N:6]1[C:16](=[O:17])[CH2:15][NH:14][C:13](=[O:18])[CH:12]=[C:7]12)=[CH2:25])[CH3:28]. (8) Given the reactants [Br:1][C:2]1[CH:10]=[CH:9][C:5]([C:6]([O-:8])=O)=[C:4]([CH2:11]Br)[CH:3]=1.[CH:13]([NH2:16])([CH3:15])[CH3:14], predict the reaction product. The product is: [Br:1][C:2]1[CH:3]=[C:4]2[C:5](=[CH:9][CH:10]=1)[C:6](=[O:8])[N:16]([CH:13]([CH3:15])[CH3:14])[CH2:11]2. (9) Given the reactants [C:1]([NH:4][CH:5]([CH2:9][C:10]1[CH:15]=[CH:14][C:13]([NH2:16])=[C:12]([CH2:17][CH3:18])[CH:11]=1)[C:6]([OH:8])=[O:7])(=[O:3])[CH3:2].C([O-])([O-])=O.[Cs+].[Cs+].[CH2:25](Br)[CH:26]=[CH2:27], predict the reaction product. The product is: [CH2:27]([O:7][C:6](=[O:8])[CH:5]([NH:4][C:1](=[O:3])[CH3:2])[CH2:9][C:10]1[CH:15]=[CH:14][C:13]([NH2:16])=[C:12]([CH2:17][CH3:18])[CH:11]=1)[CH:26]=[CH2:25].